This data is from Forward reaction prediction with 1.9M reactions from USPTO patents (1976-2016). The task is: Predict the product of the given reaction. (1) Given the reactants [Br:1][C:2]1[CH:6]=[CH:5][NH:4][C:3]=1[C:7]([O:9][CH3:10])=[O:8].[OH-].[Na+].[OH-].[NH4+:14].[Cl-].[NH4+].Cl[O-].[Na+], predict the reaction product. The product is: [NH2:14][N:4]1[CH:5]=[CH:6][C:2]([Br:1])=[C:3]1[C:7]([O:9][CH3:10])=[O:8]. (2) Given the reactants CS([O:5][CH2:6][CH2:7][C@@H:8]1[CH2:13][N:12]([C:14]([O:16][CH2:17][C:18]2[CH:23]=[CH:22][CH:21]=[CH:20][CH:19]=2)=[O:15])[CH2:11][CH2:10][N:9]1[C:24]([O:26][C:27]([CH3:30])([CH3:29])[CH3:28])=[O:25])(=O)=O.[C:31]1(O)[CH:36]=[CH:35][CH:34]=[CH:33][CH:32]=1.C(=O)([O-])[O-].[K+].[K+].[I-].[K+], predict the reaction product. The product is: [O:5]([CH2:6][CH2:7][C@@H:8]1[CH2:13][N:12]([C:14]([O:16][CH2:17][C:18]2[CH:23]=[CH:22][CH:21]=[CH:20][CH:19]=2)=[O:15])[CH2:11][CH2:10][N:9]1[C:24]([O:26][C:27]([CH3:30])([CH3:29])[CH3:28])=[O:25])[C:31]1[CH:36]=[CH:35][CH:34]=[CH:33][CH:32]=1. (3) The product is: [C:10]1([C:7]2[N:8]=[CH:9][C:4]([NH2:1])=[CH:5][CH:6]=2)[CH:11]=[CH:12][CH:13]=[CH:14][CH:15]=1. Given the reactants [N+:1]([C:4]1[CH:5]=[CH:6][C:7]([C:10]2[CH:15]=[CH:14][CH:13]=[CH:12][CH:11]=2)=[N:8][CH:9]=1)([O-])=O.[Cl-].[NH4+].CO, predict the reaction product. (4) Given the reactants Br[C:2]1[C:3]([O:17][CH2:18][CH:19]2[CH2:23][CH2:22][CH2:21][O:20]2)=[CH:4][C:5]2[S:9][C:8]([NH:10][C:11]([NH:13][CH2:14][CH3:15])=[O:12])=[N:7][C:6]=2[CH:16]=1.C(NC(NC1SC2C(C3C=CC=CN=3)=CC([C:45]3[CH:46]=[N:47][C:48]([C:51]([OH:54])([CH3:53])[CH3:52])=[N:49][CH:50]=3)=CC=2N=1)=O)C.P([O-])([O-])([O-])=O.[K+].[K+].[K+], predict the reaction product. The product is: [CH2:14]([NH:13][C:11]([NH:10][C:8]1[S:9][C:5]2[CH:4]=[C:3]([O:17][CH2:18][CH:19]3[CH2:23][CH2:22][CH2:21][O:20]3)[C:2]([C:45]3[CH:46]=[N:47][C:48]([C:51]([OH:54])([CH3:53])[CH3:52])=[N:49][CH:50]=3)=[CH:16][C:6]=2[N:7]=1)=[O:12])[CH3:15]. (5) Given the reactants [CH2:1]([N:8]1[C:12]([CH2:13][CH2:14][CH:15]=O)=[CH:11][C:10]([CH2:17][CH2:18][CH2:19][CH3:20])=[N:9]1)[C:2]1[CH:7]=[CH:6][CH:5]=[CH:4][CH:3]=1.[F:21][C:22]1[CH:27]=[CH:26][CH:25]=[CH:24][C:23]=1[N:28]1[CH2:33][CH2:32][NH:31][CH2:30][CH2:29]1.[BH-](OC(C)=O)(OC(C)=O)OC(C)=O.[Na+], predict the reaction product. The product is: [F:21][C:22]1[CH:27]=[CH:26][CH:25]=[CH:24][C:23]=1[N:28]1[CH2:33][CH2:32][N:31]([CH2:15][CH2:14][CH2:13][C:12]2[N:8]([CH2:1][C:2]3[CH:7]=[CH:6][CH:5]=[CH:4][CH:3]=3)[N:9]=[C:10]([CH2:17][CH2:18][CH2:19][CH3:20])[CH:11]=2)[CH2:30][CH2:29]1. (6) Given the reactants [CH2:1]([NH:3][CH2:4][CH3:5])[CH3:2].[OH-].[Na+].[CH2:8]([O:14][C:15](Cl)=[O:16])[CH2:9][CH:10]=[CH:11][CH2:12][CH3:13], predict the reaction product. The product is: [CH2:8]([O:14][C:15](=[O:16])[N:3]([CH2:4][CH3:5])[CH2:1][CH3:2])[CH2:9][CH:10]=[CH:11][CH2:12][CH3:13]. (7) Given the reactants Br[C:2]1[CH:3]=[CH:4][C:5]2[N:6]([C:8]([C:11]3[CH:16]=[CH:15][C:14]([Cl:17])=[CH:13][CH:12]=3)=[CH:9][N:10]=2)[CH:7]=1.[Cl:18][C:19]1[CH:24]=[CH:23][C:22]([N:25]2[C:29](B3OC(C)(C)C(C)(C)O3)=[CH:28][CH:27]=[N:26]2)=[CH:21][CH:20]=1, predict the reaction product. The product is: [Cl:17][C:14]1[CH:15]=[CH:16][C:11]([C:8]2[N:6]3[CH:7]=[C:2]([C:29]4[N:25]([C:22]5[CH:23]=[CH:24][C:19]([Cl:18])=[CH:20][CH:21]=5)[N:26]=[CH:27][CH:28]=4)[CH:3]=[CH:4][C:5]3=[N:10][CH:9]=2)=[CH:12][CH:13]=1.